From a dataset of Reaction yield outcomes from USPTO patents with 853,638 reactions. Predict the reaction yield, written as a fraction of the theoretical maximum amount of product (1.0 means a 100% yield; for example, 0.34 means a 34% yield). The reactants are I[C:2]1[CH:21]=[N:20][C:5]2[NH:6][CH2:7][CH2:8][N:9]([CH2:10][C:11]3[O:12][C:13]([C:16]([F:19])([F:18])[F:17])=[CH:14][CH:15]=3)[C:4]=2[CH:3]=1.[CH3:22][N:23]1[CH2:28][CH2:27][N:26]([C:29]2[CH:34]=[C:33](B3OC(C)(C)C(C)(C)O3)[CH:32]=[CH:31][N:30]=2)[CH2:25][CH2:24]1. No catalyst specified. The product is [CH3:22][N:23]1[CH2:24][CH2:25][N:26]([C:29]2[CH:34]=[C:33]([C:2]3[CH:21]=[N:20][C:5]4[NH:6][CH2:7][CH2:8][N:9]([CH2:10][C:11]5[O:12][C:13]([C:16]([F:19])([F:18])[F:17])=[CH:14][CH:15]=5)[C:4]=4[CH:3]=3)[CH:32]=[CH:31][N:30]=2)[CH2:27][CH2:28]1. The yield is 0.300.